This data is from Forward reaction prediction with 1.9M reactions from USPTO patents (1976-2016). The task is: Predict the product of the given reaction. (1) The product is: [F:3][C:4]1[CH:5]=[CH:6][C:7]([CH2:8][O:9][C:10]2[CH:11]=[C:12]3[C:16](=[CH:17][CH:18]=2)[C:15](=[O:19])[N:14]([CH2:20][CH:21]([O:26][CH3:31])[C:22]([F:24])([F:25])[F:23])[C:13]3=[O:27])=[CH:28][CH:29]=1. Given the reactants [H-].[Na+].[F:3][C:4]1[CH:29]=[CH:28][C:7]([CH2:8][O:9][C:10]2[CH:11]=[C:12]3[C:16](=[CH:17][CH:18]=2)[C:15](=[O:19])[N:14]([CH2:20][CH:21]([OH:26])[C:22]([F:25])([F:24])[F:23])[C:13]3=[O:27])=[CH:6][CH:5]=1.I[CH3:31].O, predict the reaction product. (2) Given the reactants Br[C:2]1[CH:3]=[N:4][C:5]([S:8][CH3:9])=[N:6][CH:7]=1.[C:10]1([C:16]#[CH:17])[CH:15]=[CH:14][CH:13]=[CH:12][CH:11]=1.C(N(CC)CC)C.C1(P(C2C=CC=CC=2)C2C=CC=CC=2)C=CC=CC=1, predict the reaction product. The product is: [CH3:9][S:8][C:5]1[N:4]=[CH:3][C:2]([C:17]#[C:16][C:10]2[CH:15]=[CH:14][CH:13]=[CH:12][CH:11]=2)=[CH:7][N:6]=1. (3) Given the reactants Cl.[CH:2]1([CH2:5][O:6][C:7]2[CH:12]=[C:11]([F:13])[C:10]([CH3:14])=[CH:9][C:8]=2[C:15]2[C:16]3[NH:23][C:22]([CH3:24])=[C:21]([C:25]([NH:27][C@@H:28]4[CH2:33][CH2:32][NH:31][CH2:30][C@H:29]4[OH:34])=[O:26])[C:17]=3[N:18]=[CH:19][N:20]=2)[CH2:4][CH2:3]1.[CH3:35][O:36][CH2:37][C:38](Cl)=[O:39], predict the reaction product. The product is: [CH:2]1([CH2:5][O:6][C:7]2[CH:12]=[C:11]([F:13])[C:10]([CH3:14])=[CH:9][C:8]=2[C:15]2[C:16]3[NH:23][C:22]([CH3:24])=[C:21]([C:25]([NH:27][C@@H:28]4[CH2:33][CH2:32][N:31]([C:38](=[O:39])[CH2:37][O:36][CH3:35])[CH2:30][C@H:29]4[OH:34])=[O:26])[C:17]=3[N:18]=[CH:19][N:20]=2)[CH2:4][CH2:3]1. (4) Given the reactants [Cl:1][C:2]1[CH:3]=[C:4]([CH:31]=[CH:32][C:33]=1[Cl:34])[CH2:5][C@@H:6]1[CH2:11][N:10]([CH2:12][CH2:13][OH:14])[CH2:9][CH2:8][N:7]1[C:15](=[O:30])[C:16]1[CH:21]=[C:20]([C:22]([F:25])([F:24])[F:23])[CH:19]=[C:18]([C:26]([F:29])([F:28])[F:27])[CH:17]=1.Cl, predict the reaction product. The product is: [ClH:1].[Cl:1][C:2]1[CH:3]=[C:4]([CH:31]=[CH:32][C:33]=1[Cl:34])[CH2:5][C@@H:6]1[CH2:11][N:10]([CH2:12][CH2:13][OH:14])[CH2:9][CH2:8][N:7]1[C:15](=[O:30])[C:16]1[CH:17]=[C:18]([C:26]([F:28])([F:27])[F:29])[CH:19]=[C:20]([C:22]([F:25])([F:24])[F:23])[CH:21]=1. (5) The product is: [Cl:1][C:2]1[CH:3]=[C:4]([CH:26]=[C:27]([F:29])[CH:28]=1)[CH2:5][C:6]1[S:7][C:8]2[CH:14]=[CH:13][CH:12]=[C:11]([C:15]3[CH:16]=[C:17]([CH:23]=[CH:24][CH:25]=3)[C:18]([OH:20])=[O:19])[C:9]=2[CH:10]=1.[NH2:62][C:60](=[O:61])[CH2:59][NH:58][C:47](=[O:48])[C:46]1[CH:50]=[CH:51][CH:52]=[C:44]([C:40]2[C:38]3[CH:39]=[C:35]([CH2:34][C:33]4[CH:53]=[C:54]([F:56])[CH:55]=[C:31]([Cl:30])[CH:32]=4)[S:36][C:37]=3[CH:43]=[CH:42][CH:41]=2)[CH:45]=1. Given the reactants [Cl:1][C:2]1[CH:3]=[C:4]([CH:26]=[C:27]([F:29])[CH:28]=1)[CH2:5][C:6]1[S:7][C:8]2[CH:14]=[CH:13][CH:12]=[C:11]([C:15]3[CH:16]=[C:17]([CH:23]=[CH:24][CH:25]=3)[C:18]([O:20]CC)=[O:19])[C:9]=2[CH:10]=1.[Cl:30][C:31]1[CH:32]=[C:33]([CH:53]=[C:54]([F:56])[CH:55]=1)[CH2:34][C:35]1[S:36][C:37]2[CH:43]=[CH:42][CH:41]=[C:40]([C:44]3[CH:45]=[C:46]([CH:50]=[CH:51][CH:52]=3)[C:47](O)=[O:48])[C:38]=2[CH:39]=1.Cl.[NH2:58][CH2:59][C:60]([NH2:62])=[O:61], predict the reaction product. (6) Given the reactants [CH2:1]([O:8][C:9](=[O:19])[CH2:10][C:11]1([OH:18])[CH2:16][CH2:15][C:14](=O)[CH2:13][CH2:12]1)[C:2]1[CH:7]=[CH:6][CH:5]=[CH:4][CH:3]=1.[CH2:20]([NH2:27])[C:21]1[CH:26]=[CH:25][CH:24]=[CH:23][CH:22]=1, predict the reaction product. The product is: [CH2:1]([O:8][C:9](=[O:19])[CH2:10][C:11]1([OH:18])[CH2:16][CH2:15][CH:14]([NH:27][CH2:20][C:21]2[CH:26]=[CH:25][CH:24]=[CH:23][CH:22]=2)[CH2:13][CH2:12]1)[C:2]1[CH:7]=[CH:6][CH:5]=[CH:4][CH:3]=1. (7) Given the reactants [C:1]([O:5][C:6](=[O:53])[CH2:7][CH:8]1[CH2:13][CH:12]([CH2:14][CH2:15][C:16]2[N:17]([CH:48](C)[CH3:49])[C:18]([C:34](=[O:47])[NH:35][CH2:36][C:37]3[CH:42]=[CH:41][CH:40]=[C:39]([CH2:43][N:44]=[N+:45]=[N-:46])[CH:38]=3)=[C:19]([C:28]3[CH:33]=[CH:32][CH:31]=[CH:30][CH:29]=3)[C:20]=2[C:21]2[CH:26]=[CH:25][C:24]([F:27])=[CH:23][CH:22]=2)[O:11]C(C)(C)[O:9]1)(C)([CH3:3])[CH3:2].Cl, predict the reaction product. The product is: [CH:1]([O:5][C:6](=[O:53])[CH2:7][CH:8]([OH:9])[CH2:13][CH:12]([OH:11])[CH2:14][CH2:15][C:16]1[N:17]([CH2:48][CH3:49])[C:18]([C:34](=[O:47])[NH:35][CH2:36][C:37]2[CH:42]=[CH:41][CH:40]=[C:39]([CH2:43][N:44]=[N+:45]=[N-:46])[CH:38]=2)=[C:19]([C:28]2[CH:33]=[CH:32][CH:31]=[CH:30][CH:29]=2)[C:20]=1[C:21]1[CH:22]=[CH:23][C:24]([F:27])=[CH:25][CH:26]=1)([CH3:2])[CH3:3].